Dataset: Full USPTO retrosynthesis dataset with 1.9M reactions from patents (1976-2016). Task: Predict the reactants needed to synthesize the given product. (1) Given the product [NH3:2].[NH2:10][C:11]1[N:12]=[C:13]([O:6][C@H:4]([CH3:5])[CH2:3][N:2]([CH3:7])[CH3:1])[C:14]([C:17]#[N:18])=[N:15][CH:16]=1, predict the reactants needed to synthesize it. The reactants are: [CH3:1][N:2]([CH3:7])[CH2:3][C@H:4]([OH:6])[CH3:5].[H-].[Na+].[NH2:10][C:11]1[N:12]=[C:13](Cl)[C:14]([C:17]#[N:18])=[N:15][CH:16]=1.O. (2) Given the product [OH:25][C:12]1([C:7]2[N:8]([CH3:11])[C:9]3[C:5]([N:6]=2)=[C:4]([N:26]2[CH2:31][CH2:30][O:29][CH2:28][CH2:27]2)[N:3]=[C:2]([N:36]2[C:37]4[CH:43]=[CH:42][CH:41]=[CH:40][C:38]=4[N:39]=[C:35]2[CH:32]([CH3:34])[CH3:33])[N:10]=3)[CH2:17][CH2:16][CH2:15][N:14]([C:18]([O:20][C:21]([CH3:22])([CH3:23])[CH3:24])=[O:19])[CH2:13]1, predict the reactants needed to synthesize it. The reactants are: Cl[C:2]1[N:10]=[C:9]2[C:5]([N:6]=[C:7]([C:12]3([OH:25])[CH2:17][CH2:16][CH2:15][N:14]([C:18]([O:20][C:21]([CH3:24])([CH3:23])[CH3:22])=[O:19])[CH2:13]3)[N:8]2[CH3:11])=[C:4]([N:26]2[CH2:31][CH2:30][O:29][CH2:28][CH2:27]2)[N:3]=1.[CH:32]([C:35]1[NH:36][C:37]2[CH:43]=[CH:42][CH:41]=[CH:40][C:38]=2[N:39]=1)([CH3:34])[CH3:33]. (3) Given the product [Cl:11][C:7]1[C:6]2[CH2:12][CH:13]([C:14]#[N:15])[C:5]=2[CH:10]=[CH:9][CH:8]=1, predict the reactants needed to synthesize it. The reactants are: N.[NH2-].[Na+].Cl[C:5]1[CH:10]=[CH:9][CH:8]=[C:7]([Cl:11])[C:6]=1[CH2:12][CH2:13][C:14]#[N:15].[N+]([O-])([O-])=O.[NH4+]. (4) Given the product [Br:15][C:13]1[CH:14]=[C:9]([NH:7][C:2]2[CH:3]=[N:4][CH:5]=[CH:6][N:1]=2)[C:10](=[O:17])[N:11]([CH3:16])[CH:12]=1, predict the reactants needed to synthesize it. The reactants are: [N:1]1[CH:6]=[CH:5][N:4]=[CH:3][C:2]=1[NH2:7].Br[C:9]1[C:10](=[O:17])[N:11]([CH3:16])[CH:12]=[C:13]([Br:15])[CH:14]=1.CC1(C)C2C(=C(P(C3C=CC=CC=3)C3C=CC=CC=3)C=CC=2)OC2C(P(C3C=CC=CC=3)C3C=CC=CC=3)=CC=CC1=2.C(=O)([O-])[O-].[Cs+].[Cs+]. (5) Given the product [CH2:1]([C:3]1[N:7]([C:8]2[N:16]=[C:15]3[C:11]([N:12]=[C:13]([C:18]4([O:22][CH3:23])[CH2:21][N:20]([C:34](=[O:38])[C@@H:35]([OH:36])[CH3:37])[CH2:19]4)[N:14]3[CH3:17])=[C:10]([N:24]3[CH2:29][CH2:28][O:27][CH2:26][CH2:25]3)[N:9]=2)[C:6]2[CH:30]=[CH:31][CH:32]=[CH:33][C:5]=2[N:4]=1)[CH3:2], predict the reactants needed to synthesize it. The reactants are: [CH2:1]([C:3]1[N:7]([C:8]2[N:16]=[C:15]3[C:11]([N:12]=[C:13]([C:18]4([O:22][CH3:23])[CH2:21][NH:20][CH2:19]4)[N:14]3[CH3:17])=[C:10]([N:24]3[CH2:29][CH2:28][O:27][CH2:26][CH2:25]3)[N:9]=2)[C:6]2[CH:30]=[CH:31][CH:32]=[CH:33][C:5]=2[N:4]=1)[CH3:2].[C:34]([O-])(=[O:38])[C@H:35]([CH3:37])[OH:36].[Na+].C1C=CC2N(O)N=NC=2C=1.CCN=C=NCCCN(C)C. (6) Given the product [CH2:28]([N:19]([CH2:17][CH3:18])[C:20]1[CH:27]=[CH:26][C:23]([CH2:24][N:14]2[CH2:15][CH2:16][N:11]([C:9]([C:7]3[O:8][C:4]([N+:1]([O-:3])=[O:2])=[CH:5][CH:6]=3)=[O:10])[CH2:12][CH2:13]2)=[CH:22][CH:21]=1)[CH3:29], predict the reactants needed to synthesize it. The reactants are: [N+:1]([C:4]1[O:8][C:7]([C:9]([N:11]2[CH2:16][CH2:15][NH:14][CH2:13][CH2:12]2)=[O:10])=[CH:6][CH:5]=1)([O-:3])=[O:2].[CH2:17]([N:19]([CH2:28][CH3:29])[C:20]1[CH:27]=[CH:26][C:23]([CH:24]=O)=[CH:22][CH:21]=1)[CH3:18].CC(O)=O. (7) Given the product [Cl:3][C:4]1[CH:5]=[C:6]2[C:10](=[CH:11][CH:12]=1)[NH:9][C:8](=[O:13])[C:7]2([OH:14])[C:11]1[CH:12]=[CH:4][CH:5]=[C:17]([CH3:18])[C:21]=1[O:20][CH3:19], predict the reactants needed to synthesize it. The reactants are: [H-].[Na+].[Cl:3][C:4]1[CH:5]=[C:6]2[C:10](=[CH:11][CH:12]=1)[NH:9][C:8](=[O:13])[C:7]2=[O:14].[NH4+].[Cl-].[CH2:17]1[CH2:21][O:20][CH2:19][CH2:18]1.